Dataset: Forward reaction prediction with 1.9M reactions from USPTO patents (1976-2016). Task: Predict the product of the given reaction. (1) Given the reactants [CH2:1]([N:3]([C:6]1[N:11]=[CH:10][C:9](Br)=[CH:8][N:7]=1)[CH2:4][CH3:5])[CH3:2].[CH2:13]([N:15]([C:18]1[N:23]=[CH:22][C:21]([NH2:24])=[CH:20][N:19]=1)[CH2:16][CH3:17])[CH3:14], predict the reaction product. The product is: [CH2:1]([N:3]([CH2:4][CH3:5])[C:6]1[N:11]=[CH:10][C:9]([NH:24][C:21]2[CH:20]=[N:19][C:18]([N:15]([CH2:16][CH3:17])[CH2:13][CH3:14])=[N:23][CH:22]=2)=[CH:8][N:7]=1)[CH3:2]. (2) The product is: [C:39]([NH:1][CH:2]1[CH2:6][CH2:5][N:4]([C:7]2[CH:8]=[N:9][C:10]([O:16][C:17]3[CH:22]=[CH:21][C:20]([O:23][C:24]4[CH:29]=[CH:28][CH:27]=[CH:26][CH:25]=4)=[CH:19][CH:18]=3)=[C:11]([CH:15]=2)[C:12]([NH2:14])=[O:13])[CH2:3]1)(=[O:43])/[CH:40]=[CH:41]/[CH3:42]. Given the reactants [NH2:1][CH:2]1[CH2:6][CH2:5][N:4]([C:7]2[CH:8]=[N:9][C:10]([O:16][C:17]3[CH:22]=[CH:21][C:20]([O:23][C:24]4[CH:29]=[CH:28][CH:27]=[CH:26][CH:25]=4)=[CH:19][CH:18]=3)=[C:11]([CH:15]=2)[C:12]([NH2:14])=[O:13])[CH2:3]1.C(N(CC)C(C)C)(C)C.[C:39](Cl)(=[O:43])/[CH:40]=[CH:41]/[CH3:42], predict the reaction product. (3) The product is: [F:21][C:2]([F:1])([F:20])[C:3]1[CH:15]=[C:14]([C:16]([F:19])([F:18])[F:17])[CH:13]=[CH:12][C:4]=1[CH2:5][N:6]1[CH2:7][CH:8]([CH:10]=[O:11])[CH2:9]1. Given the reactants [F:1][C:2]([F:21])([F:20])[C:3]1[CH:15]=[C:14]([C:16]([F:19])([F:18])[F:17])[CH:13]=[CH:12][C:4]=1[CH2:5][N:6]1[CH2:9][CH:8]([CH2:10][OH:11])[CH2:7]1.C(N(CC)CC)C.C(=O)([O-])O.[Na+], predict the reaction product. (4) Given the reactants [F:1][C:2]1[CH:3]=[C:4]2[C:12](=[CH:13][CH:14]=1)[NH:11][C:10]1[CH2:9][CH2:8][C@@H:7]([NH:15]C(=O)OCC3C=CC=CC=3)[CH2:6][C:5]2=1, predict the reaction product. The product is: [F:1][C:2]1[CH:3]=[C:4]2[C:12](=[CH:13][CH:14]=1)[NH:11][C:10]1[CH2:9][CH2:8][C@@H:7]([NH2:15])[CH2:6][C:5]2=1. (5) Given the reactants [F:1][C:2]1[CH:3]=[C:4]([N:14]2[CH2:18][C@H:17]([CH2:19][N:20]3[CH:24]=[C:23]([CH3:25])[N:22]=[N:21]3)[O:16][C:15]2=[O:26])[CH:5]=[CH:6][C:7]=1[C:8]#[C:9][Si](C)(C)C.[OH-].[K+].Cl, predict the reaction product. The product is: [C:8]([C:7]1[CH:6]=[CH:5][C:4]([N:14]2[CH2:18][C@H:17]([CH2:19][N:20]3[CH:24]=[C:23]([CH3:25])[N:22]=[N:21]3)[O:16][C:15]2=[O:26])=[CH:3][C:2]=1[F:1])#[CH:9]. (6) Given the reactants [F:1][C:2]1[C:18]([CH:19]=O)=[C:17]([B:21]2[O:25]C(C)(C)C(C)(C)[O:22]2)[CH:16]=[CH:15][C:3]=1[O:4][C:5]1[CH:12]=[CH:11][C:8]([C:9]#[N:10])=[C:7]([O:13][CH3:14])[N:6]=1.[BH4-].[Na+].Cl, predict the reaction product. The product is: [F:1][C:2]1[C:18]2[CH2:19][O:22][B:21]([OH:25])[C:17]=2[CH:16]=[CH:15][C:3]=1[O:4][C:5]1[CH:12]=[CH:11][C:8]([C:9]#[N:10])=[C:7]([O:13][CH3:14])[N:6]=1. (7) Given the reactants Br[C:2]1[CH:3]=[C:4]([C:8]([OH:10])=[O:9])[CH:5]=[CH:6][CH:7]=1.CCN(C(C)C)C(C)C.[CH3:20][O:21][C:22]1[CH:27]=[CH:26][C:25]([SH:28])=[CH:24][CH:23]=1, predict the reaction product. The product is: [CH3:20][O:21][C:22]1[CH:27]=[CH:26][C:25]([S:28][C:2]2[CH:3]=[C:4]([C:8]([OH:10])=[O:9])[CH:5]=[CH:6][CH:7]=2)=[CH:24][CH:23]=1. (8) Given the reactants C(Cl)Cl.[C:4]([C:7]12[CH2:16][CH:11]3[CH2:12][CH:13]([CH2:15][CH:9]([N:10]3[C:17]([O:19][C:20]([CH3:23])([CH3:22])[CH3:21])=[O:18])[CH2:8]1)[CH2:14]2)(=O)[NH2:5].C(N(CC)CC)C.FC(F)(F)C(OC(=O)C(F)(F)F)=O, predict the reaction product. The product is: [C:4]([C:7]12[CH2:16][CH:11]3[CH2:12][CH:13]([CH2:15][CH:9]([N:10]3[C:17]([O:19][C:20]([CH3:23])([CH3:22])[CH3:21])=[O:18])[CH2:8]1)[CH2:14]2)#[N:5].